From a dataset of Full USPTO retrosynthesis dataset with 1.9M reactions from patents (1976-2016). Predict the reactants needed to synthesize the given product. (1) Given the product [I:1][C:2]1[C:10]2[C:9]([C:11]#[N:12])=[CH:8][CH:7]=[CH:6][C:5]=2[N:4]([CH:14]2[CH2:15][CH2:16][CH2:17][CH2:18][O:13]2)[N:3]=1, predict the reactants needed to synthesize it. The reactants are: [I:1][C:2]1[C:10]2[C:9]([C:11]#[N:12])=[CH:8][CH:7]=[CH:6][C:5]=2[NH:4][N:3]=1.[O:13]1[CH:18]=[CH:17][CH2:16][CH2:15][CH2:14]1.CC1C=CC(S(O)(=O)=O)=CC=1.O. (2) Given the product [Br:29][C:30]1[CH:31]=[C:32]2[C:36](=[CH:37][CH:38]=1)[NH:35][C:34]([C:48]([NH2:7])=[O:50])=[C:33]2[S:53]([N:61]([CH3:60])[CH2:62][C:63]1[NH:64][C:65](=[O:68])[NH:66][N:67]=1)(=[O:54])=[O:55], predict the reactants needed to synthesize it. The reactants are: ClC1C=C2C(=CC=1)[N:7](S(C1C=CC=CC=1)(=O)=O)C(C(OCC)=O)=C2S(Cl)(=O)=O.[Br:29][C:30]1[CH:31]=[C:32]2[C:36](=[CH:37][CH:38]=1)[N:35](S(C1C=CC=CC=1)(=O)=O)[C:34]([C:48]([O:50]CC)=O)=[C:33]2[S:53](Cl)(=[O:55])=[O:54].Cl.CN.[CH3:60][NH:61][CH2:62][C:63]1[NH:64][C:65](=[O:68])[NH:66][N:67]=1. (3) Given the product [C:17]([O:21][C:22]([NH:24][C@H:25]([C:29]([O:31][CH2:32][CH2:33][NH:34][C:35]1[C:48]2[C:47](=[O:49])[C:46]3[C:41](=[CH:42][CH:43]=[CH:44][CH:45]=3)[C:40](=[O:50])[C:39]=2[CH:38]=[CH:37][CH:36]=1)=[O:30])[CH2:26][C:28]1[CH:5]=[CH:14][CH:1]=[CH:2][CH:3]=1)=[O:23])([CH3:20])([CH3:19])[CH3:18], predict the reactants needed to synthesize it. The reactants are: [CH:1]1[C:14]2C(=O)[C:14]3[C:1](=[CH:2][CH:3]=C[CH:5]=3)C(=O)[C:5]=2C=[CH:3][CH:2]=1.[C:17]([O:21][C:22]([NH:24][C@@H:25]([C:29]([O:31][CH2:32][CH2:33][NH:34][C:35]1[C:48]2[C:47](=[O:49])[C:46]3[C:41](=[CH:42][CH:43]=[CH:44][CH:45]=3)[C:40](=[O:50])[C:39]=2[CH:38]=[CH:37][CH:36]=1)=[O:30])[CH:26]([CH3:28])C)=[O:23])([CH3:20])([CH3:19])[CH3:18]. (4) Given the product [F:15][C:7]1[CH:6]=[C:5]([CH:10]=[C:9]([S:11]([CH3:14])(=[O:13])=[O:12])[CH:8]=1)[O:4][CH2:3][CH2:2][NH:19][CH:16]([CH3:18])[CH3:17], predict the reactants needed to synthesize it. The reactants are: Br[CH2:2][CH2:3][O:4][C:5]1[CH:10]=[C:9]([S:11]([CH3:14])(=[O:13])=[O:12])[CH:8]=[C:7]([F:15])[CH:6]=1.[CH:16]([NH2:19])([CH3:18])[CH3:17]. (5) Given the product [Cl:1][C:2]1[C:3]([N:10]([CH:19]2[CH2:20][CH2:21][CH2:22][CH2:23]2)[NH2:11])=[N:4][C:5]([C:8]#[N:9])=[N:6][CH:7]=1, predict the reactants needed to synthesize it. The reactants are: [Cl:1][C:2]1[C:3]([N:10]([CH:19]2[CH2:23][CH2:22][CH2:21][CH2:20]2)[NH:11]C(OC(C)(C)C)=O)=[N:4][C:5]([C:8]#[N:9])=[N:6][CH:7]=1.C1(C)C=CC(S(O)(=O)=O)=CC=1. (6) Given the product [CH3:1][C:2]1[CH:3]=[CH:4][N:5]2[C:10]=1[C:9](=[O:11])[N:8]([C:12]1[CH:17]=[CH:16][CH:15]=[CH:14][CH:13]=1)[C:7]([C@@H:18]([NH:20][C:21]1[C:22]3[C:29]([C:30]4[N:34]([CH3:35])[N:33]=[C:32]([C:36]([F:39])([F:38])[F:37])[CH:31]=4)=[CH:28][NH:27][C:23]=3[N:24]=[CH:25][N:26]=1)[CH3:19])=[N:6]2, predict the reactants needed to synthesize it. The reactants are: [CH3:1][C:2]1[CH:3]=[CH:4][N:5]2[C:10]=1[C:9](=[O:11])[N:8]([C:12]1[CH:17]=[CH:16][CH:15]=[CH:14][CH:13]=1)[C:7]([C@@H:18]([NH:20][C:21]1[C:22]3[C:29]([C:30]4[N:34]([CH3:35])[N:33]=[C:32]([C:36]([F:39])([F:38])[F:37])[CH:31]=4)=[CH:28][N:27](COCC[Si](C)(C)C)[C:23]=3[N:24]=[CH:25][N:26]=1)[CH3:19])=[N:6]2.FC(F)(F)C(O)=O.N. (7) Given the product [CH:1]1([C@@:7]([C:34]([O:36][CH3:37])=[O:35])([CH3:33])[NH:8][C:9]([C:11]2[CH:16]=[CH:15][C:14]([F:17])=[CH:13][C:12]=2[NH:18][C:19]([NH:21][C:22]2[C:27]([CH3:28])=[CH:26][C:25]([CH2:29][CH2:30][CH3:31])=[CH:24][C:23]=2[CH3:32])=[O:20])=[O:10])[CH2:6][CH2:5][CH2:4][CH2:3][CH2:2]1, predict the reactants needed to synthesize it. The reactants are: [CH:1]1([C@@:7]([C:34]([O:36][CH3:37])=[O:35])([CH3:33])[NH:8][C:9]([C:11]2[CH:16]=[CH:15][C:14]([F:17])=[CH:13][C:12]=2[NH:18][C:19]([NH:21][C:22]2[C:27]([CH3:28])=[CH:26][C:25]([CH2:29][CH:30]=[CH2:31])=[CH:24][C:23]=2[CH3:32])=[O:20])=[O:10])[CH2:6][CH2:5][CH2:4][CH2:3][CH2:2]1.[H][H].